The task is: Regression. Given two drug SMILES strings and cell line genomic features, predict the synergy score measuring deviation from expected non-interaction effect.. This data is from NCI-60 drug combinations with 297,098 pairs across 59 cell lines. Drug 1: CC(C1=C(C=CC(=C1Cl)F)Cl)OC2=C(N=CC(=C2)C3=CN(N=C3)C4CCNCC4)N. Drug 2: CC1=C(C=C(C=C1)C(=O)NC2=CC(=CC(=C2)C(F)(F)F)N3C=C(N=C3)C)NC4=NC=CC(=N4)C5=CN=CC=C5. Cell line: NCI-H226. Synergy scores: CSS=5.82, Synergy_ZIP=-0.315, Synergy_Bliss=4.56, Synergy_Loewe=2.39, Synergy_HSA=2.37.